This data is from Peptide-MHC class II binding affinity with 134,281 pairs from IEDB. The task is: Regression. Given a peptide amino acid sequence and an MHC pseudo amino acid sequence, predict their binding affinity value. This is MHC class II binding data. (1) The peptide sequence is ALHIIAGTPEVHAVK. The MHC is DRB1_0301 with pseudo-sequence DRB1_0301. The binding affinity (normalized) is 0.532. (2) The peptide sequence is NSQDHGWDLNAASAY. The MHC is DRB1_0401 with pseudo-sequence DRB1_0401. The binding affinity (normalized) is 0.354. (3) The peptide sequence is ILRQLLTGGVKKGRPSLKLQ. The MHC is HLA-DQA10301-DQB10302 with pseudo-sequence HLA-DQA10301-DQB10302. The binding affinity (normalized) is 0.0589. (4) The peptide sequence is ARMWIQAATTMASYQ. The MHC is HLA-DQA10102-DQB10602 with pseudo-sequence HLA-DQA10102-DQB10602. The binding affinity (normalized) is 0.713.